Dataset: Aqueous solubility values for 9,982 compounds from the AqSolDB database. Task: Regression/Classification. Given a drug SMILES string, predict its absorption, distribution, metabolism, or excretion properties. Task type varies by dataset: regression for continuous measurements (e.g., permeability, clearance, half-life) or binary classification for categorical outcomes (e.g., BBB penetration, CYP inhibition). For this dataset (solubility_aqsoldb), we predict Y. (1) The drug is CS(=O)(=O)c1ccc(C2=C(c3ccccc3)C(=O)OC2)cc1. The Y is -4.52 log mol/L. (2) The compound is NNC(=O)c1nccs1. The Y is -0.679 log mol/L. (3) The compound is CCc1ccc(NC(C)=O)cc1. The Y is -2.15 log mol/L. (4) The drug is Cc1ncc2n1-c1ccc(Cl)cc1C(c1ccccc1F)=NC2. The Y is -4.13 log mol/L. (5) The molecule is Nc1ncc2ncn(COCCO)c2n1. The Y is -1.08 log mol/L. (6) The drug is CCCN(CCC)c1c([N+](=O)[O-])cc(C(F)(F)F)c(N)c1[N+](=O)[O-]. The Y is -7.07 log mol/L. (7) The compound is O=[Nb](=O)O[Nb](=O)=O. The Y is -6.95 log mol/L. (8) The drug is Clc1ccc(Oc2ccc(Cl)c(Cl)c2Cl)cc1. The Y is -7.01 log mol/L. (9) The compound is CCn1cc(C(=O)O)c(=O)c2cc(F)c(N3CCNC(C)C3)c(F)c21. The Y is -2.33 log mol/L. (10) The molecule is C=C1CCOC1=O. The Y is 0.184 log mol/L.